This data is from Catalyst prediction with 721,799 reactions and 888 catalyst types from USPTO. The task is: Predict which catalyst facilitates the given reaction. (1) Reactant: Cl[C:2]1[C:7]([C:8]#[N:9])=[CH:6][N:5]=[C:4]2[CH:10]=[CH:11][S:12][C:3]=12.[C:13]([O:17][C:18](=[O:28])[NH:19][C:20]1[S:21][C:22]([CH2:25][CH2:26][NH2:27])=[CH:23][N:24]=1)([CH3:16])([CH3:15])[CH3:14].C(N(CC)CC)C. Product: [C:13]([O:17][C:18](=[O:28])[NH:19][C:20]1[S:21][C:22]([CH2:25][CH2:26][NH:27][C:2]2[C:7]([C:8]#[N:9])=[CH:6][N:5]=[C:4]3[CH:10]=[CH:11][S:12][C:3]=23)=[CH:23][N:24]=1)([CH3:16])([CH3:14])[CH3:15]. The catalyst class is: 8. (2) Reactant: [NH2:1][C:2]1[CH:17]=[CH:16][C:5]([C:6]([NH:8][CH2:9][CH2:10][N:11]([CH2:14][CH3:15])[CH2:12][CH3:13])=[O:7])=[C:4]([O:18][CH3:19])[CH:3]=1.[C:20](O[C:20](=[O:23])[CH2:21][CH3:22])(=[O:23])[CH2:21][CH3:22]. Product: [C:20]([NH:1][C:2]1[CH:17]=[CH:16][C:5]([C:6]([NH:8][CH2:9][CH2:10][N:11]([CH2:12][CH3:13])[CH2:14][CH3:15])=[O:7])=[C:4]([O:18][CH3:19])[CH:3]=1)(=[O:23])[CH2:21][CH3:22]. The catalyst class is: 9. (3) Reactant: CN(C(ON1N=NC2C=CC=NC1=2)=[N+](C)C)C.F[P-](F)(F)(F)(F)F.[NH:25]1[CH:29]=[CH:28][C:27]([C:30]2[CH:38]=[CH:37][C:33]([C:34]([OH:36])=O)=[CH:32][CH:31]=2)=[N:26]1.CCN(C(C)C)C(C)C.[F:48][C:49]([F:62])([F:61])[C:50]1[NH:51][C:52]2[C:57]([CH:58]=1)=[CH:56][C:55]([CH2:59][NH2:60])=[CH:54][CH:53]=2. Product: [NH:25]1[CH:29]=[CH:28][C:27]([C:30]2[CH:31]=[CH:32][C:33]([C:34]([NH:60][CH2:59][C:55]3[CH:56]=[C:57]4[C:52](=[CH:53][CH:54]=3)[NH:51][C:50]([C:49]([F:62])([F:48])[F:61])=[CH:58]4)=[O:36])=[CH:37][CH:38]=2)=[N:26]1. The catalyst class is: 3. (4) Reactant: CCCCCCCCCCCCCCCCCCN[C:20]([CH2:22][CH2:23][C:24]1[CH:29]=[C:28](C(C)(C)C)[C:27](O)=[C:26](C(C)(C)C)[CH:25]=1)=O.[O-:39][Mn](=O)(=O)=O.[K+].[C:45]([O-])([O-:47])=[O:46].[Na+].[Na+]. Product: [CH3:20][CH:22]1[O:47][C:45](=[O:46])[C:29]2[C:28]([OH:39])=[CH:27][CH:26]=[CH:25][C:24]=2[CH2:23]1. The catalyst class is: 313.